This data is from Reaction yield outcomes from USPTO patents with 853,638 reactions. The task is: Predict the reaction yield, written as a fraction of the theoretical maximum amount of product (1.0 means a 100% yield; for example, 0.34 means a 34% yield). (1) The reactants are [F:1][C:2]1[CH:9]=[CH:8][C:7]([CH2:10][O:11][N:12]=[C:13]2[CH2:18][CH2:17][NH:16][CH2:15][CH2:14]2)=[CH:6][C:3]=1[C:4]#[N:5].[F:19][C:20]1[CH:25]=[CH:24][C:23]([CH2:26][C:27](O)=[O:28])=[CH:22][CH:21]=1.ON1C2C=CC=CC=2N=N1.Cl.C(N=C=NCCCN(C)C)C. The catalyst is ClCCl. The product is [F:1][C:2]1[CH:9]=[CH:8][C:7]([CH:10]([O:11][N:12]=[C:13]2[CH2:14][CH2:15][NH:16][CH2:17][CH2:18]2)[C:27](=[O:28])[CH2:26][C:23]2[CH:24]=[CH:25][C:20]([F:19])=[CH:21][CH:22]=2)=[CH:6][C:3]=1[C:4]#[N:5]. The yield is 0.850. (2) The reactants are [Cl:1][C:2]1[CH:3]=[C:4]([C:9](=O)[CH2:10][C:11](=O)[C:12]([F:15])([F:14])[F:13])[CH:5]=[CH:6][C:7]=1[Cl:8].[NH2:18][C:19]1[C:23]([C:24]2[CH:29]=[CH:28][CH:27]=[CH:26][N:25]=2)=[CH:22][NH:21][N:20]=1. No catalyst specified. The product is [Cl:1][C:2]1[CH:3]=[C:4]([C:9]2[CH:10]=[C:11]([C:12]([F:15])([F:14])[F:13])[N:20]3[N:21]=[CH:22][C:23]([C:24]4[CH:29]=[CH:28][CH:27]=[CH:26][N:25]=4)=[C:19]3[N:18]=2)[CH:5]=[CH:6][C:7]=1[Cl:8]. The yield is 0.550. (3) The reactants are Br[CH2:2][C:3]1[O:7][C:6]2[C:8]([O:14]C(=O)C)=[C:9]([O:12][CH3:13])[CH:10]=[CH:11][C:5]=2[C:4]=1[C:18](=[O:31])[C:19]1[CH:24]=[C:23]([O:25][CH3:26])[C:22]([O:27][CH3:28])=[C:21]([O:29][CH3:30])[CH:20]=1.[CH3:32][N:33]1[CH2:38][CH2:37][NH:36][CH2:35][CH2:34]1.CNC. The yield is 0.460. The catalyst is C1COCC1. The product is [CH3:32][N:33]1[CH2:38][CH2:37][N:36]([CH2:2][C:3]2[O:7][C:6]3[C:8]([OH:14])=[C:9]([O:12][CH3:13])[CH:10]=[CH:11][C:5]=3[C:4]=2[C:18](=[O:31])[C:19]2[CH:24]=[C:23]([O:25][CH3:26])[C:22]([O:27][CH3:28])=[C:21]([O:29][CH3:30])[CH:20]=2)[CH2:35][CH2:34]1. (4) The reactants are O1CCOCC1.Br[C:8]1[CH:13]=[CH:12][C:11]([C:14]2[N:19]=[CH:18][CH:17]=[CH:16][N:15]=2)=[CH:10][CH:9]=1.CN(C1CCCCC1)C1CCCCC1.[C:34]([O:39][CH2:40][CH3:41])(=[O:38])/[CH:35]=[CH:36]/[CH3:37]. The catalyst is C(OCC)(=O)C.C1C=CC(/C=C/C(/C=C/C2C=CC=CC=2)=O)=CC=1.C1C=CC(/C=C/C(/C=C/C2C=CC=CC=2)=O)=CC=1.C1C=CC(/C=C/C(/C=C/C2C=CC=CC=2)=O)=CC=1.[Pd].[Pd].F[B-](F)(F)F.C([PH+](C(C)(C)C)C(C)(C)C)(C)(C)C. The product is [CH2:40]([O:39][C:34](=[O:38])/[CH:35]=[C:36](/[C:8]1[CH:13]=[CH:12][C:11]([C:14]2[N:19]=[CH:18][CH:17]=[CH:16][N:15]=2)=[CH:10][CH:9]=1)\[CH3:37])[CH3:41]. The yield is 0.700. (5) The catalyst is [Fe].O. The yield is 1.00. The product is [CH2:5]([O:12][C:13]1[CH:18]=[CH:17][C:16]([NH2:19])=[CH:15][C:14]=1[F:22])[C:6]1[CH:7]=[CH:8][CH:9]=[CH:10][CH:11]=1. The reactants are C([O-])=O.[NH4+].[CH2:5]([O:12][C:13]1[CH:18]=[CH:17][C:16]([N+:19]([O-])=O)=[CH:15][C:14]=1[F:22])[C:6]1[CH:11]=[CH:10][CH:9]=[CH:8][CH:7]=1.C1(C)C=CC=CC=1. (6) The reactants are [N:1]1[CH:6]=[CH:5][CH:4]=[CH:3][C:2]=1[C:7]1[C:11]([CH2:12][O:13][C:14]2[CH:22]=[CH:21][C:17]([C:18]([OH:20])=O)=[CH:16][N:15]=2)=[CH:10][O:9][N:8]=1.[CH:23]1([NH2:26])[CH2:25][CH2:24]1. No catalyst specified. The product is [CH:23]1([NH:26][C:18](=[O:20])[C:17]2[CH:21]=[CH:22][C:14]([O:13][CH2:12][C:11]3[C:7]([C:2]4[CH:3]=[CH:4][CH:5]=[CH:6][N:1]=4)=[N:8][O:9][CH:10]=3)=[N:15][CH:16]=2)[CH2:25][CH2:24]1. The yield is 0.820. (7) The reactants are [CH3:1][O:2][C:3]1[CH:8]=[C:7]([N+:9]([O-])=O)[CH:6]=[CH:5][C:4]=1[C:12]1[S:16][C:15]([CH3:17])=[N:14][CH:13]=1. The catalyst is C(O)C. The product is [CH3:1][O:2][C:3]1[CH:8]=[C:7]([NH2:9])[CH:6]=[CH:5][C:4]=1[C:12]1[S:16][C:15]([CH3:17])=[N:14][CH:13]=1. The yield is 0.910. (8) The reactants are [CH3:1][C:2]1[CH:3]=[CH:4][C:5](OS(C(F)(F)F)(=O)=O)=[C:6]2[C:11]=1[NH:10][C:9](=[O:12])[CH2:8][CH2:7]2.[CH3:21][N:22](C=O)C. The catalyst is [C-]#N.[Zn+2].[C-]#N.C1C=CC([P]([Pd]([P](C2C=CC=CC=2)(C2C=CC=CC=2)C2C=CC=CC=2)([P](C2C=CC=CC=2)(C2C=CC=CC=2)C2C=CC=CC=2)[P](C2C=CC=CC=2)(C2C=CC=CC=2)C2C=CC=CC=2)(C2C=CC=CC=2)C2C=CC=CC=2)=CC=1. The product is [C:21]([C:5]1[CH:4]=[CH:3][C:2]([CH3:1])=[C:11]2[C:6]=1[CH2:7][CH2:8][C:9](=[O:12])[NH:10]2)#[N:22]. The yield is 0.870. (9) The reactants are [Cl:1][C:2]1[CH:27]=[CH:26][CH:25]=[CH:24][C:3]=1[C:4]([NH:6][C:7](=[O:23])[NH:8][C:9]1[S:10][C:11]2[CH:17]=[C:16]([S:18]([CH:21]=[CH2:22])(=[O:20])=[O:19])[CH:15]=[CH:14][C:12]=2[N:13]=1)=[O:5].C1C[O:31]CC1. No catalyst specified. The product is [Cl:1][C:2]1[CH:27]=[CH:26][CH:25]=[CH:24][C:3]=1[C:4]([NH:6][C:7](=[O:23])[NH:8][C:9]1[S:10][C:11]2[CH:17]=[C:16]([S:18]([CH2:21][CH2:22][OH:31])(=[O:20])=[O:19])[CH:15]=[CH:14][C:12]=2[N:13]=1)=[O:5]. The yield is 0.0900.